Dataset: B-cell epitopes from IEDB database with 3,159 antigens for binding position prediction. Task: Token-level Classification. Given an antigen amino acid sequence, predict which amino acid positions are active epitope sites capable of antibody binding. Output is a list of indices for active positions. (1) Given the antigen sequence: MIEMDGTENKSKFGANAILGVSLAVCKAGAVEKGVPLYRHIADLAGNSEVILPVPAFNVINGGSHAGNKLAMQEFMILPVGAANFREAMRIGAEVYHNLKNVIKEKYGKDATNVGDEGGFAPNILENKEGLELLKTAIGKAGYTDKVVIGMDVAASEFFRSGKYDLDFKSPDDPSRYISPDQLADLYKSFIKDYPVVSIEDPFDQDDWGAWQKFTASAGIQVVGDDLTVTNPKRIAKAVNEKSCNCLLLKVNQIGSVTESLQACKLAQANGWGVMVSHRSGETEDTFIADLVVGLCTGQIKTGAPCRSERLAKYNQLLRIEEELGSKAKFAGRNFRNPLAK, which amino acid positions are active epitope sites? The epitope positions are: [0, 1, 2, 3, 4, 5, 6, 7, 8, 9, 10, 11, 12, 13, 14]. The amino acids at these positions are: MIEMDGTENKSKFGA. (2) Given the antigen sequence: MNNMWFAAPMGSPPCALGLFCCCSSCFCLCCPRHRPVSRLAAVVGGAAAVPAVVSGVTGLILSPSQSPIFIQPTPLPQTLPLRPGLDLAFANQPGHLAPLGEIRPSAPPLPPVADLPQPGLRR, which amino acid positions are active epitope sites? The epitope positions are: [115, 116, 117, 118, 119, 120]. The amino acids at these positions are: LPQPGL. (3) Given the antigen sequence: MAEEQAYHVSKGLECLKALRENPPDIEEIQEVSSIRDQTRSPGQENGTASMQEEEVSQDLDESHEPTKGSNYVGHVLQNNPGCGESNTAFVEAEQPAKDDIQPGPGIRCHHVYDHSGEEIKGIEDADSLVVPAGAVSNRGFERGEGSLDDSTEDSGEDYSEGNASSNWGYSFGLKPDRAADVSMLMEEELSALLRTSRSVGIQKRDGKTLQFPHNPEGKTGDPECGSIKKGTGERSASHGMGIVAGSTSGATQSAPKSTGGSSGPSVSAENVRQPAMSAKMTQKCKPESGTQLPPRTSNEAESDSEYDDELFSEIQEIRSAITKLTEDNQAILSKLDTLLLLKGETDSIKKQISKQNIAISTIEGHLSSIMIAIPGFGKDTGDPTANVDINPELRPIIGRDSGRALAEVLKQPASSRGNRKDSGIALGSKGQLLRDLQLKPIDKESSSAIGYKPKDTAPSKAVLASLIRSSRVDQSHKHNMLALLKNIKGDDNLNEFYQM..., which amino acid positions are active epitope sites? The epitope positions are: [309, 310, 311, 312, 313, 314, 315, 316, 317, 318]. The amino acids at these positions are: ELFSEIQEIR. (4) Given the antigen sequence: MAVSQQGSDGSTPGPGGAVVPVLAYAAARLLLAVVLTGVIYGVARLAGITEFPVVVAALFALVIAMPLGIWVFGPLRRRATAALAVAGERRRRERELLQARLHGDVPPER, which amino acid positions are active epitope sites? The epitope positions are: [17, 18, 19, 20, 21, 22, 23, 24, 25, 26, 27, 28, 29, 30, 31]. The amino acids at these positions are: AVVPVLAYAAARLLL. (5) Given the antigen sequence: MSVEEAQNAAAMADEEIPTLEAAEVPQNAKQSKRYAKAMAKMGLKPESNITKVTIRKVGSLSFAMVQPEVYRFPGTNTFVIFGEAQLEDTSALAQEAAARAAVSGAASASSDAAASVPAAEEDDDEEVGAGDLDEKEINVVMSQANVSRNKAIKALKNNNGDIVNTIMELTM, which amino acid positions are active epitope sites? The epitope positions are: [31, 32, 33, 34, 35, 36, 37, 38, 39, 40, 41, 42, 43, 44]. The amino acids at these positions are: SKRYAKAMAKMGLK. (6) Given the antigen sequence: MNGDDAFARRPTVGAQIPEKIQKAFDDIAKYFSKEEWEKMKASEKIFYVYMKRKYEAMTKLGFKATLPPFMCNKRAEDFQGNDLDNDPNRGNQVERPQMTFGRLQGISPKIMPKKPAEEGNDSEEVPEASGPQNDGKELCPPGKPTTSEKIHERSGPKRGEHAWTHRLRERKQLVIYEEISDPEEDDE, which amino acid positions are active epitope sites? The epitope positions are: [102, 103, 104, 105, 106, 107, 108, 109, 110]. The amino acids at these positions are: RLQGISPKI. (7) Given the antigen sequence: MKHFPSKVLTTAILATFCSGALAATNDDDVKKAATVAIAAAYNNGQEINGFKAGETIYDIDEDGTITKKDATAADVEADDFKGLGLKKVVTNLTKTVNENKQNVDAKVKAAESEIEKLTTKLADTDAALADTDAALDATTNALNKLGENITTFAEETKTNIVKIDEKLEAVADTVDKHAEAFNDIADSLDETNTKADEAVKTANEAKQTAEETKQNVDAKVKAAETAAGKAEAAAGTANTAADKAEAVAAKVTDIKADIATNKDNIAKKANSADVYTREESDSKFVRIDGLNATTEKLDTRLASAEKSIAEHGTRLNGLDKTVSDLRKETRQGLAEQAALSGLFQPYNVGRFNVTAAVGGYKSESAVAIGTGFRFTENFAAKAGVAVGTSSGSSAAYHVGVNYEW, which amino acid positions are active epitope sites? The epitope positions are: [108, 109, 110, 111, 112, 113, 114, 115, 116, 117, 118, 119, 120]. The amino acids at these positions are: KAAESEIEKLTTK. (8) Given the antigen sequence: MNPNQKIITIGSVSLTIATMCFLMQIAILVTNVTLHFKQYECNYPPNNQVILCEPTIIERNTTEIVYLTNTTIEKEICPKLAEYRNWSKPQCKITGFAPFSKDNSIRLSAGGDIWVTREPYVSCDPDKCYQFALGQGTTLNNRHSNDTVHDRTPYRTLLMNELGIPFHLGTKQVCIAWSSSSCHDGKAWLHVCVTGHDENATASVIYDGRLVDSIGSWSKKILRTQESECVCINGTCTVVMTDGSASGRADTKILFIEEGKIIHISPLLGSAQHVEECSCYPRYPGVRCVCRDNWKGSNRPIVDINVKDYSIVSSYVCSGLVGDTPRKNDRSSSSNCLNPNNEEGGHGVKGWAFDDGNDVWMGRTIKEKLRSGYETFKVIEGWSKPNSKLQINRQVIVDRDDRSGYSGIFSVEGKSCINRCFYVELIRGRKQENEVWWTSNSIVVFCGTSGTYGTGSWPDGRTSISCLYKLSQF, which amino acid positions are active epitope sites? The epitope positions are: [221, 222, 223, 224, 225, 226, 227, 228, 229]. The amino acids at these positions are: ILRTQESEC.